This data is from Forward reaction prediction with 1.9M reactions from USPTO patents (1976-2016). The task is: Predict the product of the given reaction. Given the reactants [Cl:1][C:2]1[CH:3]=[C:4]([NH:9][C:10]2[N:15]=[C:14]([NH:16][CH2:17][CH2:18][CH2:19][O:20][CH3:21])[C:13]([C:22]#[N:23])=[CH:12][N:11]=2)[CH:5]=[CH:6][C:7]=1[F:8].[NH4+]=[S:25], predict the reaction product. The product is: [Cl:1][C:2]1[CH:3]=[C:4]([NH:9][C:10]2[N:15]=[C:14]([NH:16][CH2:17][CH2:18][CH2:19][O:20][CH3:21])[C:13]([C:22](=[S:25])[NH2:23])=[CH:12][N:11]=2)[CH:5]=[CH:6][C:7]=1[F:8].